From a dataset of Full USPTO retrosynthesis dataset with 1.9M reactions from patents (1976-2016). Predict the reactants needed to synthesize the given product. The reactants are: Br[C:2]1[CH:7]=[CH:6][N:5]=[CH:4][C:3]=1[C:8]1[CH:9]=[C:10]2[C:14](=[CH:15][CH:16]=1)[NH:13][CH:12]=[C:11]2[CH:17]=[O:18].[OH:19][C:20]1[CH:25]=[CH:24][CH:23]=[CH:22][C:21]=1B(O)O. Given the product [OH:19][C:20]1[CH:25]=[CH:24][CH:23]=[CH:22][C:21]=1[C:6]1[N:5]=[CH:4][C:3]([C:8]2[CH:9]=[C:10]3[C:14](=[CH:15][CH:16]=2)[NH:13][CH:12]=[C:11]3[CH:17]=[O:18])=[CH:2][CH:7]=1, predict the reactants needed to synthesize it.